Dataset: Experimentally validated miRNA-target interactions with 360,000+ pairs, plus equal number of negative samples. Task: Binary Classification. Given a miRNA mature sequence and a target amino acid sequence, predict their likelihood of interaction. (1) The miRNA is hsa-miR-20b-5p with sequence CAAAGUGCUCAUAGUGCAGGUAG. The protein sequence of the target gene is MSWLLFLAHRVALAALPCRRGSRGFGMFYAVRRGRKTGVFLTWNECRAQVDRFPAARFKKFATEDEAWAFVRKSASPEVSEGHENQHGQESEAKASKRLREPLDGDGHESAEPYAKHMKPSVEPAPPVSRDTFSYMGDFVVVYTDGCCSSNGRRRPRAGIGVYWGPGHPLNVGIRLPGRQTNQRAEIHAACKAIEQAKTQNINKLVLYTDSMFTINGITNWVQGWKKNGWKTSAGKEVINKEDFVALERLTQGMDIQWMHVPGHSGFIGNEEADRLAREGAKQSED. Result: 1 (interaction). (2) The miRNA is hsa-miR-8068 with sequence UGUUUGUUGUAAGGAUCGUUGU. The protein sequence of the target gene is MSLVPATNYIYTPLNQLKGGTIVNVYGVVKFFKPPYLSKGTDYCSVVTIVDQTNVKLTCLLFSGNYEALPIIYKNGDIVRFHRLKIQVYKKETQGITSSGFASLTFEGTLGAPIIPRTSSKYFNFTTEDHKMVEALRVWASTHMSPSWTLLKLCDVQPMQYFDLTCQLLGKAEVDGASFLLKVWDGTRTPFPSWRVLIQDLVLEGDLSHIHRLQNLTIDILVYDNHVHVARSLKVGSFLRIYSLHTKLQSMNSENQTMLSLEFHLHGGTSYGRGIRVLPESNSDVDQLKKDLESANLTAN.... Result: 1 (interaction). (3) The miRNA is hsa-miR-520d-5p with sequence CUACAAAGGGAAGCCCUUUC. The protein sequence of the target gene is MGAQDRPQCHFDIEINREPVGRIMFQLFSDICPKTCKNFLCLCSGEKGLGKTTGKKLCYKGSTFHRVVKNFMIQGGDFSEGNGKGGESIYGGYFKDENFILKHDRAFLLSMANRGKHTNGSQFFITTKPAPHLDGVHVVFGLVISGFEVIEQIENLKTDAASRPYADVRVIDCGVLATKSIKDVFEKKRKKPTHSEGSDSSSNSSSSSESSSESELEHERSRRRKHKRRPKVKRSKKRRKEASSSEEPRNKHAMNPKGHSERSDTNEKRSVDSSAKREKPVVRPEEIPPVPENRFLLRRD.... Result: 0 (no interaction). (4) The miRNA is hsa-miR-139-5p with sequence UCUACAGUGCACGUGUCUCCAGU. The protein sequence of the target gene is MCDGALLPPLVLPVLLLLVWGLDPGTAVGDAAADVEVVLPWRVRPDDVHLPPLPAAPGPRRRRRPRTPPAAPRARPGERALLLHLPAFGRDLYLQLRRDLRFLSRGFEVEEAGAARRRGRPAELCFYSGRVLGHPGSLVSLSACGAAGGLVGLIQLGQEQVLIQPLNNSQGPFSGREHLIRRKWSLTPSPSAEAQRPEQLCKVLTEKKKPTWGRPSRDWRERRNAIRLTSEHTVETLVVADADMVQYHGAEAAQRFILTVMNMVYNMFQHQSLGIKINIQVTKLVLLRQRPAKLSIGHHG.... Result: 1 (interaction). (5) The miRNA is mmu-let-7g-5p with sequence UGAGGUAGUAGUUUGUACAGUU. The protein sequence of the target gene is MELAGFHCCSWTVILLSALLPTTWRPPAAAHFIHRADLLSNTQMERAPLAKLTLTVNQSTVTEQREMAVFYCNTNADNITIHWVSNNSLLVLNERMKLSADNKTLTILIVQREDSGSYLCEVQHGFEVQRSNTASLTVNYGPDPVSIKLDSGVAAGDVVEVMEGNTVNFRVEAQSSPVPAYAWYLPSDFIQPPTTGTFTIDAVSREHEGMYRCLVSNPVTNLSRLGVVKVQVLEKVTAPNIEFPTLALVENATSVTLTCKTSHQRVGVHWFLKGQPLRPSDRLTLSSQNRTLTIHGLQRD.... Result: 0 (no interaction). (6) The miRNA is hsa-miR-6810-5p with sequence AUGGGGACAGGGAUCAGCAUGGC. The protein sequence of the target gene is MFAAGLAPFYASNFSLWSAAYCSSAGPGGCSFPLDPAAVKKPSFCIADILHAGVGDLGAAPEGLAGASAAALTAHLGSVHPHASFQAAARSPLRPTPVVAPSEVPAGFPQRLSPLSAAYHHHHPQQQQQQQQPQQQQPPPPPRAGALQPPASGTRVVPNPHHSGSAPAPSSKDLKFGIDRILSAEFDPKVKEGNTLRDLTSLLTGGRPAGVHLSGLQPSAGQFFASLDPINEASAILSPLNSNPRNSVQHQFQDTFPGPYAVLTKDTMPQTYKRKRSWSRAVFSNLQRKGLEKRFEIQKY.... Result: 1 (interaction). (7) The protein sequence of the target gene is MVACRAIGILSRFSAFRILRSRGYICRNFTGSSALLTRTHINYGVKGDVAVVRINSPNSKVNTLSKELHSEFSEVMNEIWASDQIRSAVLISSKPGCFIAGADINMLAACKTLQEVTQLSQEAQRIVEKLEKSTKPIVAAINGSCLGGGLEVAISCQYRIATKDRKTVLGTPEVLLGALPGAGGTQRLPKMVGVPAALDMMLTGRSIRADRAKKMGLVDQLVEPLGPGLKPPEERTIEYLEEVAITFAKGLADKKISPKRDKGLVEKLTAYAMTIPFVRQQVYKKVEEKVRKQTKGLYPA.... The miRNA is hsa-miR-6124 with sequence GGGAAAAGGAAGGGGGAGGA. Result: 0 (no interaction).